Dataset: Catalyst prediction with 721,799 reactions and 888 catalyst types from USPTO. Task: Predict which catalyst facilitates the given reaction. (1) Reactant: [C:1]([NH:4][CH2:5][CH2:6][C:7]1[CH:12]=[CH:11][CH:10]=[CH:9][C:8]=1[C:13]1[O:17][N:16]=[C:15]([C@H:18]2[CH2:23][N:22](C(OC(C)(C)C)=O)[C@@H:21]([CH3:31])[CH2:20][C@@H:19]2[C:32]2[CH:37]=[CH:36][C:35]([F:38])=[C:34]([F:39])[CH:33]=2)[C:14]=1[Br:40])(=[O:3])[CH3:2].Cl. Product: [Br:40][C:14]1[C:15]([C@@H:18]2[C@@H:19]([C:32]3[CH:37]=[CH:36][C:35]([F:38])=[C:34]([F:39])[CH:33]=3)[CH2:20][C@H:21]([CH3:31])[NH:22][CH2:23]2)=[N:16][O:17][C:13]=1[C:8]1[CH:9]=[CH:10][CH:11]=[CH:12][C:7]=1[CH2:6][CH2:5][NH:4][C:1](=[O:3])[CH3:2]. The catalyst class is: 4. (2) Reactant: C(N(CC)CC)C.[C:16](O[C:16]([O:18][C:19]([CH3:22])([CH3:21])[CH3:20])=[O:17])([O:18][C:19]([CH3:22])([CH3:21])[CH3:20])=[O:17].[O:23]1[CH:27]=[CH:26][CH:25]=[C:24]1[C:28]1[N:32]([C:33]2[CH:40]=[CH:39][CH:38]=[CH:37][C:34]=2[CH2:35][NH2:36])[N:31]=[C:30]([C:41]([F:44])([F:43])[F:42])[CH:29]=1. Product: [O:23]1[CH:27]=[CH:26][CH:25]=[C:24]1[C:28]1[N:32]([C:33]2[CH:40]=[CH:39][CH:38]=[CH:37][C:34]=2[CH2:35][NH:36][C:16](=[O:17])[O:18][C:19]([CH3:20])([CH3:21])[CH3:22])[N:31]=[C:30]([C:41]([F:43])([F:42])[F:44])[CH:29]=1. The catalyst class is: 1. (3) Reactant: [CH2:1]([O:3][CH2:4][C:5](Cl)=[O:6])[CH3:2].[Cl:8][C:9]1[C:18]([NH2:19])=[C:17]([NH:20][CH2:21][CH2:22][CH2:23][C:24]#[CH:25])[C:16]2[C:11](=[CH:12][CH:13]=[CH:14][CH:15]=2)[N:10]=1.C(N(CC)CC)C. Product: [Cl:8][C:9]1[C:18]([NH:19][C:5](=[O:6])[CH2:4][O:3][CH2:1][CH3:2])=[C:17]([NH:20][CH2:21][CH2:22][CH2:23][C:24]#[CH:25])[C:16]2[C:11](=[CH:12][CH:13]=[CH:14][CH:15]=2)[N:10]=1. The catalyst class is: 4. (4) Reactant: [H-].[Na+].[CH3:3][CH:4]1[CH2:13][CH2:12][C:11]2[C:6](=[CH:7][CH:8]=[CH:9][CH:10]=2)[C:5]1=[O:14].[CH2:15]([O:17][C:18](=[O:24])[CH2:19][CH2:20][CH2:21][CH2:22]Br)[CH3:16].O. The catalyst class is: 1. Product: [CH2:15]([O:17][C:18](=[O:24])[CH2:19][CH2:20][CH2:21][CH2:22][C:4]1([CH3:3])[CH2:13][CH2:12][C:11]2[C:6](=[CH:7][CH:8]=[CH:9][CH:10]=2)[C:5]1=[O:14])[CH3:16]. (5) Reactant: C(C1[O:6][C:7]2[C:13]([S:14]([N:17]3[CH2:23][CH2:22][CH2:21][NH:20][CH2:19][CH2:18]3)(=[O:16])=[O:15])=[C:12]([Cl:24])[CH:11]=[CH:10][C:8]=2[N:9]=1)(C)(C)C.O.OS(O)(=O)=O.[OH-].[Na+]. Product: [NH2:9][C:8]1[C:7]([OH:6])=[C:13]([S:14]([N:17]2[CH2:23][CH2:22][CH2:21][NH:20][CH2:19][CH2:18]2)(=[O:16])=[O:15])[C:12]([Cl:24])=[CH:11][CH:10]=1. The catalyst class is: 12.